From a dataset of Full USPTO retrosynthesis dataset with 1.9M reactions from patents (1976-2016). Predict the reactants needed to synthesize the given product. (1) Given the product [CH2:1]([C:8]1[N:9]=[C:10]([C@H:13]2[CH2:17][CH2:16][C@H:15]([NH2:18])[CH2:14]2)[O:11][CH:12]=1)[C:2]1[CH:3]=[CH:4][CH:5]=[CH:6][CH:7]=1, predict the reactants needed to synthesize it. The reactants are: [CH2:1]([C:8]1[N:9]=[C:10]([C@H:13]2[CH2:17][CH2:16][C@H:15]([NH:18]C(=O)OC(C)(C)C)[CH2:14]2)[O:11][CH:12]=1)[C:2]1[CH:7]=[CH:6][CH:5]=[CH:4][CH:3]=1.FC(F)(F)C(O)=O. (2) Given the product [Cl:1][C:2]1[CH:3]=[C:4]([CH:7]=[CH:8][C:9]=1[Cl:10])[CH2:5][NH:11][C:12]1[CH:13]=[CH:14][C:15]([O:18][C:19]2[CH:24]=[CH:23][C:22]([CH2:25][CH2:26][C:27]([O:29][CH2:30][CH3:31])=[O:28])=[CH:21][CH:20]=2)=[N:16][CH:17]=1, predict the reactants needed to synthesize it. The reactants are: [Cl:1][C:2]1[CH:3]=[C:4]([CH:7]=[CH:8][C:9]=1[Cl:10])[CH:5]=O.[NH2:11][C:12]1[CH:13]=[CH:14][C:15]([O:18][C:19]2[CH:24]=[CH:23][C:22]([CH2:25][CH2:26][C:27]([O:29][CH2:30][CH3:31])=[O:28])=[CH:21][CH:20]=2)=[N:16][CH:17]=1.[BH4-].[Na+].O.